Dataset: Forward reaction prediction with 1.9M reactions from USPTO patents (1976-2016). Task: Predict the product of the given reaction. (1) The product is: [CH2:29]([O:28][C:25]1[CH:26]=[CH:27][C:22]([C:20](=[N:16][NH2:17])[CH2:19][CH3:18])=[CH:23][CH:24]=1)[C:30]1[CH:35]=[CH:34][CH:33]=[CH:32][CH:31]=1. Given the reactants Cl.C(OC1C=CC([NH:16][NH2:17])=CC=1)C1C=CC=CC=1.[CH3:18][CH2:19][C:20]([C:22]1[CH:27]=[CH:26][C:25]([O:28][CH2:29][C:30]2[CH:35]=[CH:34][CH:33]=[CH:32][CH:31]=2)=[CH:24][CH:23]=1)=O.C(O)C.C([O-])(O)=O.[Na+], predict the reaction product. (2) Given the reactants [Cl:1][C:2]1[CH:10]=[CH:9][C:8]([O:11][CH2:12][C:13]2[CH:18]=[CH:17][CH:16]=[CH:15][CH:14]=2)=[C:7]2[C:3]=1[C:4](=[O:32])[N:5]([C:20]1[CH:25]=[CH:24][C:23]([CH2:26][C:27]([O:29]CC)=[O:28])=[CH:22][CH:21]=1)[C:6]2=[O:19].O, predict the reaction product. The product is: [Cl:1][C:2]1[CH:10]=[CH:9][C:8]([O:11][CH2:12][C:13]2[CH:18]=[CH:17][CH:16]=[CH:15][CH:14]=2)=[C:7]2[C:3]=1[C:4](=[O:32])[N:5]([C:20]1[CH:25]=[CH:24][C:23]([CH2:26][C:27]([OH:29])=[O:28])=[CH:22][CH:21]=1)[C:6]2=[O:19]. (3) Given the reactants [C:1]([NH:5][C:6]1[N:15]([CH2:16][CH2:17][O:18][CH2:19][CH2:20][O:21][CH3:22])[C:14](=[O:23])[C:13]2[C:8](=[C:9](I)[CH:10]=[CH:11][CH:12]=2)[N:7]=1)([CH3:4])([CH3:3])[CH3:2].[CH3:25][C@@H:26]1[C:30]2[NH:31][C:32](B3OC(C)(C)C(C)(C)O3)=[CH:33][C:29]=2[C:28](=[O:43])[NH:27]1, predict the reaction product. The product is: [C:1]([NH:5][C:6]1[N:15]([CH2:16][CH2:17][O:18][CH2:19][CH2:20][O:21][CH3:22])[C:14](=[O:23])[C:13]2[C:8](=[C:9]([C:32]3[NH:31][C:30]4[C@@H:26]([CH3:25])[NH:27][C:28](=[O:43])[C:29]=4[CH:33]=3)[CH:10]=[CH:11][CH:12]=2)[N:7]=1)([CH3:4])([CH3:3])[CH3:2]. (4) Given the reactants [Br:1][C:2]1[CH:7]=[CH:6][C:5]([C:8]2[CH2:9][CH2:10][NH:11][CH2:12][CH:13]=2)=[C:4]([N+:14]([O-:16])=[O:15])[CH:3]=1.C=O.[C:19]([BH3-])#N.[Na+].C(O)(=O)C, predict the reaction product. The product is: [Br:1][C:2]1[CH:7]=[CH:6][C:5]([C:8]2[CH2:13][CH2:12][N:11]([CH3:19])[CH2:10][CH:9]=2)=[C:4]([N+:14]([O-:16])=[O:15])[CH:3]=1. (5) Given the reactants [C:1]([C:4]1[CH:9]=[CH:8][N:7]=[CH:6][CH:5]=1)(=O)[CH3:2].[CH3:10][N:11]([CH:13]([N:16](C)C)[O:14]C)C.NC(N)=O, predict the reaction product. The product is: [N:7]1[CH:8]=[CH:9][C:4]([C:1]2[CH:2]=[CH:10][NH:11][C:13](=[O:14])[N:16]=2)=[CH:5][CH:6]=1. (6) The product is: [C:26]([C:2]1[CH:3]=[C:4]([C:8](=[O:24])[C:9]([C:11]2[CH:16]=[CH:15][C:14]([O:17][CH:18]([F:20])[F:19])=[C:13]([CH:21]3[CH2:23][CH2:22]3)[CH:12]=2)=[O:10])[CH:5]=[CH:6][CH:7]=1)#[C:27][CH2:28][CH3:29]. Given the reactants Br[C:2]1[CH:3]=[C:4]([C:8](=[O:24])[C:9]([C:11]2[CH:16]=[CH:15][C:14]([O:17][CH:18]([F:20])[F:19])=[C:13]([CH:21]3[CH2:23][CH2:22]3)[CH:12]=2)=[O:10])[CH:5]=[CH:6][CH:7]=1.[Al].[CH:26]#[C:27][CH2:28][CH3:29], predict the reaction product.